From a dataset of Catalyst prediction with 721,799 reactions and 888 catalyst types from USPTO. Predict which catalyst facilitates the given reaction. (1) Reactant: Cl[C:2]1[C:11]2[C:6](=[CH:7][C:8]([O:14][CH3:15])=[C:9]([O:12][CH3:13])[CH:10]=2)[N:5]=[CH:4][CH:3]=1.[Cl:16][C:17]1[CH:18]=[CH:19][C:20]([OH:31])=[C:21]([CH:30]=1)[C:22]([C:24]1[CH:29]=[CH:28][CH:27]=[CH:26][CH:25]=1)=[O:23]. Product: [Cl:16][C:17]1[CH:18]=[CH:19][C:20]([O:31][C:2]2[C:11]3[C:6](=[CH:7][C:8]([O:14][CH3:15])=[C:9]([O:12][CH3:13])[CH:10]=3)[N:5]=[CH:4][CH:3]=2)=[C:21]([C:22]([C:24]2[CH:29]=[CH:28][CH:27]=[CH:26][CH:25]=2)=[O:23])[CH:30]=1. The catalyst class is: 420. (2) Reactant: [OH-].[Na+].[NH2:3][CH2:4][C:5]1[CH:10]=[CH:9][CH:8]=[CH:7][C:6]=1[C:11]1[C:12]([C:17]([OH:19])=[O:18])=[CH:13][CH:14]=[CH:15][CH:16]=1.[C:20](O[C:20]([O:22][C:23]([CH3:26])([CH3:25])[CH3:24])=[O:21])([O:22][C:23]([CH3:26])([CH3:25])[CH3:24])=[O:21]. Product: [C:23]([O:22][C:20]([NH:3][CH2:4][C:5]1[CH:10]=[CH:9][CH:8]=[CH:7][C:6]=1[C:11]1[C:12]([C:17]([OH:19])=[O:18])=[CH:13][CH:14]=[CH:15][CH:16]=1)=[O:21])([CH3:26])([CH3:25])[CH3:24]. The catalyst class is: 38. (3) Reactant: C(OC(=O)N[C@@H]1[C@H](N[C:15]2[N:16]=[CH:17][C:18]3[S:23][CH:22]=[C:21]([C:24](=[O:35])[NH:25][C:26]4[S:27][C:28]5[C:29]([N:34]=4)=[N:30][CH:31]=[CH:32][CH:33]=5)[C:19]=3[N:20]=2)CCOC1)(C)(C)C. Product: [S:27]1[C:28]2[C:29](=[N:30][CH:31]=[CH:32][CH:33]=2)[N:34]=[C:26]1[NH:25][C:24]([C:21]1[C:19]2[N:20]=[CH:15][N:16]=[CH:17][C:18]=2[S:23][CH:22]=1)=[O:35]. The catalyst class is: 631. (4) Reactant: [CH:1]([N:4]1[CH2:9][CH2:8][N:7]([C:10]2[S:11][C:12]3[CH:18]=[CH:17][C:16]([C:19]([OH:21])=O)=[CH:15][C:13]=3[N:14]=2)[CH2:6][CH2:5]1)([CH3:3])[CH3:2].[NH:22]1[CH2:26][CH2:25][CH2:24][CH2:23]1.CCN(C(C)C)C(C)C.C1CN([P+](ON2N=NC3C=CC=CC2=3)(N2CCCC2)N2CCCC2)CC1.F[P-](F)(F)(F)(F)F. Product: [CH:1]([N:4]1[CH2:5][CH2:6][N:7]([C:10]2[S:11][C:12]3[CH:18]=[CH:17][C:16]([C:19]([N:22]4[CH2:26][CH2:25][CH2:24][CH2:23]4)=[O:21])=[CH:15][C:13]=3[N:14]=2)[CH2:8][CH2:9]1)([CH3:2])[CH3:3]. The catalyst class is: 1. (5) Reactant: [F:1][C:2]1[CH:3]=[CH:4][C:5]([N+:9]([O-:11])=[O:10])=[C:6]([OH:8])[CH:7]=1.[C:12](=O)([O-])[O-].[K+].[K+].CI. Product: [F:1][C:2]1[CH:3]=[CH:4][C:5]([N+:9]([O-:11])=[O:10])=[C:6]([O:8][CH3:12])[CH:7]=1. The catalyst class is: 95. (6) Reactant: C([N:4]1[C@H:9]([C:10]2[C:15]([CH3:16])=[CH:14][CH:13]=[CH:12][N:11]=2)[CH2:8][CH2:7][CH2:6][C@@H:5]1[C:17]1[C:22]([CH3:23])=[CH:21][CH:20]=[CH:19][N:18]=1)C=C.CN1C(=O)CC(=O)N(C)C1=O.C([O-])(O)=O.[Na+]. Product: [CH3:16][C:15]1[C:10]([C@H:9]2[CH2:8][CH2:7][CH2:6][C@@H:5]([C:17]3[C:22]([CH3:23])=[CH:21][CH:20]=[CH:19][N:18]=3)[NH:4]2)=[N:11][CH:12]=[CH:13][CH:14]=1. The catalyst class is: 532. (7) Reactant: [Cl:1][C:2]1[C:7]([F:8])=[CH:6][CH:5]=[C:4]([Cl:9])[C:3]=1[CH:10]([O:12][C:13]1[C:14]([NH2:20])=[N:15][CH:16]=[C:17](I)[CH:18]=1)[CH3:11].[CH3:21][O:22][C:23](=[O:41])[C:24]([CH3:40])([N:26]1[CH:30]=[C:29](B2OC(C)(C)C(C)(C)O2)[CH:28]=[N:27]1)[CH3:25].[F-].[Cs+]. Product: [CH3:21][O:22][C:23](=[O:41])[C:24]([N:26]1[CH:30]=[C:29]([C:17]2[CH:16]=[N:15][C:14]([NH2:20])=[C:13]([O:12][CH:10]([C:3]3[C:4]([Cl:9])=[CH:5][CH:6]=[C:7]([F:8])[C:2]=3[Cl:1])[CH3:11])[CH:18]=2)[CH:28]=[N:27]1)([CH3:40])[CH3:25]. The catalyst class is: 149. (8) Reactant: [CH3:1][O:2][C:3](=[O:21])[C@H:4]([C:14]1[CH:19]=[CH:18][CH:17]=[CH:16][C:15]=1[Cl:20])[N:5]1[CH2:10][CH2:9][C:8]2[S:11][CH:12]=[CH:13][C:7]=2[CH2:6]1.Cl. Product: [ClH:20].[CH3:1][O:2][C:3](=[O:21])[C@H:4]([C:14]1[CH:19]=[CH:18][CH:17]=[CH:16][C:15]=1[Cl:20])[N:5]1[CH2:10][CH2:9][C:8]2[S:11][CH:12]=[CH:13][C:7]=2[CH2:6]1. The catalyst class is: 13. (9) Reactant: [Cl:1][C:2]1[C:3]([CH2:11]O)=[N:4][CH:5]=[C:6]([CH3:10])[C:7]=1[O:8][CH3:9].S(Cl)([Cl:15])=O. Product: [ClH:1].[Cl:1][C:2]1[C:3]([CH2:11][Cl:15])=[N:4][CH:5]=[C:6]([CH3:10])[C:7]=1[O:8][CH3:9]. The catalyst class is: 22. (10) Reactant: Br[C:2]1[CH:3]=[C:4]2[C:9](=[CH:10][CH:11]=1)[N:8]([CH2:12][C:13]1[CH:18]=[CH:17][C:16]([O:19][CH3:20])=[CH:15][CH:14]=1)[C:7](=[O:21])[CH:6]=[CH:5]2.C(=O)([O-])[O-].[K+].[K+].[C:28]([O:32][CH2:33][CH3:34])(=[O:31])[CH:29]=[CH2:30]. Product: [CH3:20][O:19][C:16]1[CH:17]=[CH:18][C:13]([CH2:12][N:8]2[C:9]3[C:4](=[CH:3][C:2](/[CH:30]=[CH:29]/[C:28]([O:32][CH2:33][CH3:34])=[O:31])=[CH:11][CH:10]=3)[CH:5]=[CH:6][C:7]2=[O:21])=[CH:14][CH:15]=1. The catalyst class is: 274.